This data is from Full USPTO retrosynthesis dataset with 1.9M reactions from patents (1976-2016). The task is: Predict the reactants needed to synthesize the given product. (1) Given the product [C:1]([O:5][C:6]([N:8]1[CH2:13][CH2:12][N:11]([C:14]2[N:19]=[C:18]([C:20]3[CH:25]=[CH:24][N:23]=[C:22]([NH:46][CH:40]4[CH2:45][CH2:44][CH2:43][CH2:42][CH2:41]4)[CH:21]=3)[C:17]([C:27]3[CH:32]=[CH:31][C:30]([F:33])=[CH:29][CH:28]=3)=[CH:16][CH:15]=2)[CH2:10][CH2:9]1)=[O:7])([CH3:4])([CH3:3])[CH3:2], predict the reactants needed to synthesize it. The reactants are: [C:1]([O:5][C:6]([N:8]1[CH2:13][CH2:12][N:11]([C:14]2[N:19]=[C:18]([C:20]3[CH:25]=[CH:24][N:23]=[C:22](Cl)[CH:21]=3)[C:17]([C:27]3[CH:32]=[CH:31][C:30]([F:33])=[CH:29][CH:28]=3)=[CH:16][CH:15]=2)[CH2:10][CH2:9]1)=[O:7])([CH3:4])([CH3:3])[CH3:2].CC([O-])(C)C.[Na+].[CH:40]1([NH2:46])[CH2:45][CH2:44][CH2:43][CH2:42][CH2:41]1. (2) Given the product [ClH:37].[F:1][C:2]1[CH:3]=[C:4]2[C:17](=[CH:18][CH:19]=1)[C:16]1[C:7](=[C:8]3[C:13](=[CH:14][CH:15]=1)[CH:12]=[C:11]([OH:20])[CH:10]=[CH:9]3)[CH:6]([C:22]1[CH:23]=[CH:24][C:25]([O:26][CH2:27][CH2:28][N:29]3[CH2:30][CH2:31][CH2:32][CH2:33][CH2:34]3)=[CH:35][CH:36]=1)[S:5]2, predict the reactants needed to synthesize it. The reactants are: [F:1][C:2]1[CH:3]=[C:4]2[C:17](=[CH:18][CH:19]=1)[C:16]1[C:7](=[C:8]3[C:13](=[CH:14][CH:15]=1)[CH:12]=[C:11]([O:20]C)[CH:10]=[CH:9]3)[CH:6]([C:22]1[CH:36]=[CH:35][C:25]([O:26][CH2:27][CH2:28][N:29]3[CH2:34][CH2:33][CH2:32][CH2:31][CH2:30]3)=[CH:24][CH:23]=1)[S:5]2.[ClH:37].CC(=CC)C.B(Br)(Br)Br.C(=O)(O)[O-].[Na+]. (3) Given the product [CH:1]1[C:9]2[N:8]3[C:10]([C@@H:13]4[C@H:17]([CH3:18])[CH2:16][C@@H:15]([CH2:19][N:22]5[CH2:25][CH:24]([C:26]#[N:27])[CH2:23]5)[CH2:14]4)=[CH:11][N:12]=[C:7]3[CH:6]=[N:5][C:4]=2[NH:3][CH:2]=1, predict the reactants needed to synthesize it. The reactants are: [CH:1]1[C:9]2[N:8]3[C:10]([C@@H:13]4[C@H:17]([CH3:18])[CH2:16][C@@H:15]([CH:19]=O)[CH2:14]4)=[CH:11][N:12]=[C:7]3[CH:6]=[N:5][C:4]=2[NH:3][CH:2]=1.Cl.[NH:22]1[CH2:25][CH:24]([C:26]#[N:27])[CH2:23]1.CO.C([BH3-])#N.[Na+]. (4) Given the product [NH2:1][CH2:4][C:5]([OH:22])([C:18]([F:21])([F:19])[F:20])[CH2:6][NH:7][C:8](=[O:17])[C:9]1[C:14]([Cl:15])=[CH:13][CH:12]=[CH:11][C:10]=1[Cl:16], predict the reactants needed to synthesize it. The reactants are: [N:1]([CH2:4][C:5]([OH:22])([C:18]([F:21])([F:20])[F:19])[CH2:6][NH:7][C:8](=[O:17])[C:9]1[C:14]([Cl:15])=[CH:13][CH:12]=[CH:11][C:10]=1[Cl:16])=[N+]=[N-].C1(P(C2C=CC=CC=2)C2C=CC=CC=2)C=CC=CC=1.O. (5) The reactants are: [CH2:1]([O:13][CH2:14][C:15]([CH2:28][O:29][CH2:30][CH2:31][CH2:32][CH2:33][CH2:34][CH2:35][CH2:36][CH2:37][CH2:38][CH2:39][CH2:40][CH3:41])([CH2:22][C:23]([N:25]([CH3:27])[CH3:26])=O)[CH2:16][C:17]([N:19]([CH3:21])[CH3:20])=O)[CH2:2][CH2:3][CH2:4][CH2:5][CH2:6][CH2:7][CH2:8][CH2:9][CH2:10][CH2:11][CH3:12].[H-].[H-].[H-].[H-].[Li+].[Al+3]. Given the product [CH2:30]([O:29][CH2:28][C:15]([CH2:14][O:13][CH2:1][CH2:2][CH2:3][CH2:4][CH2:5][CH2:6][CH2:7][CH2:8][CH2:9][CH2:10][CH2:11][CH3:12])([CH2:22][CH2:23][N:25]([CH3:26])[CH3:27])[CH2:16][CH2:17][N:19]([CH3:21])[CH3:20])[CH2:31][CH2:32][CH2:33][CH2:34][CH2:35][CH2:36][CH2:37][CH2:38][CH2:39][CH2:40][CH3:41], predict the reactants needed to synthesize it. (6) Given the product [F:11][C:12]([F:23])([F:24])[C:13]1[CH:14]=[C:15]([CH:20]=[CH:21][CH:22]=1)[O:16][CH2:17][CH:18]=[O:19], predict the reactants needed to synthesize it. The reactants are: C(Cl)(=O)C(Cl)=O.CS(C)=O.[F:11][C:12]([F:24])([F:23])[C:13]1[CH:14]=[C:15]([CH:20]=[CH:21][CH:22]=1)[O:16][CH2:17][CH2:18][OH:19].O. (7) The reactants are: C([C:8]1[CH:9]=[N:10][C:11]2[C:16]([C:17]=1Cl)=[CH:15][CH:14]=[CH:13][C:12]=2[C:19]([F:22])([F:21])[F:20])C1C=CC=CC=1.[OH:23][CH2:24][C:25]1[CH:26]=[C:27](B(O)O)[CH:28]=[CH:29][CH:30]=1. Given the product [F:20][C:19]([F:21])([F:22])[C:12]1[CH:13]=[CH:14][CH:15]=[C:16]2[C:11]=1[N:10]=[CH:9][CH:8]=[C:17]2[C:29]1[CH:30]=[C:25]([CH2:24][OH:23])[CH:26]=[CH:27][CH:28]=1, predict the reactants needed to synthesize it. (8) Given the product [ClH:19].[O:1]1[C:6]2[CH:7]=[CH:8][C:9]([C:11](=[N:18][NH:17][C:14]([NH2:16])=[NH:15])[CH3:12])=[CH:10][C:5]=2[O:4][CH2:3][CH2:2]1, predict the reactants needed to synthesize it. The reactants are: [O:1]1[C:6]2[CH:7]=[CH:8][C:9]([C:11](=O)[CH3:12])=[CH:10][C:5]=2[O:4][CH2:3][CH2:2]1.[C:14]([NH:17][NH2:18])([NH2:16])=[NH:15].[ClH:19].